Dataset: CYP2D6 inhibition data for predicting drug metabolism from PubChem BioAssay. Task: Regression/Classification. Given a drug SMILES string, predict its absorption, distribution, metabolism, or excretion properties. Task type varies by dataset: regression for continuous measurements (e.g., permeability, clearance, half-life) or binary classification for categorical outcomes (e.g., BBB penetration, CYP inhibition). Dataset: cyp2d6_veith. The molecule is CN(C)c1ccccc1CN1CCCN(Cc2ccccc2N(C)C)C1c1ccncc1. The result is 1 (inhibitor).